The task is: Regression. Given a peptide amino acid sequence and an MHC pseudo amino acid sequence, predict their binding affinity value. This is MHC class I binding data.. This data is from Peptide-MHC class I binding affinity with 185,985 pairs from IEDB/IMGT. The binding affinity (normalized) is 0.0847. The MHC is HLA-A03:01 with pseudo-sequence HLA-A03:01. The peptide sequence is SELTVSPPD.